This data is from Forward reaction prediction with 1.9M reactions from USPTO patents (1976-2016). The task is: Predict the product of the given reaction. (1) Given the reactants Br[C:2]1[CH:3]=[C:4]([O:9][C@@H:10]([C:12]2[C:17]([Cl:18])=[CH:16][CH:15]=[C:14]([F:19])[C:13]=2[Cl:20])[CH3:11])[C:5]([NH2:8])=[N:6][CH:7]=1.Br[C:22]1[CH:27]=[CH:26][C:25](B(O)O)=[C:24]([F:31])[CH:23]=1.[CH3:32][PH:33](=[O:35])[CH3:34], predict the reaction product. The product is: [Cl:20][C:13]1[C:14]([F:19])=[CH:15][CH:16]=[C:17]([Cl:18])[C:12]=1[C@H:10]([O:9][C:4]1[C:5]([NH2:8])=[N:6][CH:7]=[C:2]([C:25]2[CH:26]=[CH:27][C:22]([P:33]([CH3:34])([CH3:32])=[O:35])=[CH:23][C:24]=2[F:31])[CH:3]=1)[CH3:11]. (2) Given the reactants [CH2:1]([C:3]1[CH:8]=[CH:7][CH:6]=[CH:5][C:4]=1[N:9]1[C:13]([NH2:14])=[CH:12][CH:11]=[N:10]1)[CH3:2].[CH2:15]([O:17][C:18]1[CH:19]=[C:20]([CH:23]=[CH:24][C:25]=1[OH:26])[CH:21]=O)[CH3:16].[CH3:27][C:28]1(C)OC(=O)CC(=O)[O:29]1, predict the reaction product. The product is: [CH2:15]([O:17][C:18]1[CH:19]=[C:20]([CH:21]2[CH2:27][C:28](=[O:29])[NH:14][C:13]3[N:9]([C:4]4[CH:5]=[CH:6][CH:7]=[CH:8][C:3]=4[CH2:1][CH3:2])[N:10]=[CH:11][C:12]2=3)[CH:23]=[CH:24][C:25]=1[OH:26])[CH3:16]. (3) Given the reactants [Cl:1][C:2]1[CH:3]=[CH:4][C:5]([C:28]#[N:29])=[C:6]([C:8]2[C:13]([O:14][CH3:15])=[CH:12][N:11]([CH:16]([CH2:20][C:21]3[CH:26]=[CH:25][CH:24]=[CH:23][N:22]=3)[C:17]([OH:19])=O)[C:10](=[O:27])[CH:9]=2)[CH:7]=1.[N:30]1[CH:31]=[CH:32][N:33]2[CH:38]=[C:37]([NH2:39])[CH:36]=[CH:35][C:34]=12, predict the reaction product. The product is: [Cl:1][C:2]1[CH:3]=[CH:4][C:5]([C:28]#[N:29])=[C:6]([C:8]2[C:13]([O:14][CH3:15])=[CH:12][N:11]([CH:16]([CH2:20][C:21]3[CH:26]=[CH:25][CH:24]=[CH:23][N:22]=3)[C:17]([NH:39][C:37]3[CH:36]=[CH:35][C:34]4[N:33]([CH:32]=[CH:31][N:30]=4)[CH:38]=3)=[O:19])[C:10](=[O:27])[CH:9]=2)[CH:7]=1. (4) Given the reactants [F:1][C:2]([F:26])([F:25])[C@H:3]([N:12]1[CH2:16][CH2:15][C@H:14]([NH:17][C:18](=[O:24])[O:19][C:20]([CH3:23])([CH3:22])[CH3:21])[CH2:13]1)[C:4]1[CH:5]=[N:6][C:7]([NH:10][NH2:11])=[CH:8][CH:9]=1.[C:27]([O:30][CH2:31][CH2:32][O:33][C:34]1[CH:35]=[CH:36][CH:37]=[C:38]2[C:43]=1[N:42]=[C:41]([CH3:44])[CH:40]=[CH:39]2)(=[O:29])[CH3:28].C(O)C.C(O)(=O)C.C(O)(=O)C.I(C1C=CC=CC=1)=O.C(=O)(O)[O-].[Na+], predict the reaction product. The product is: [C:27]([O:30][CH2:31][CH2:32][O:33][C:34]1[CH:35]=[CH:36][CH:37]=[C:38]2[C:43]=1[N:42]=[C:41]([C:44]1[N:6]3[CH:5]=[C:4]([C@@H:3]([N:12]4[CH2:16][CH2:15][C@H:14]([NH:17][C:18]([O:19][C:20]([CH3:22])([CH3:23])[CH3:21])=[O:24])[CH2:13]4)[C:2]([F:25])([F:1])[F:26])[CH:9]=[CH:8][C:7]3=[N:10][N:11]=1)[CH:40]=[CH:39]2)(=[O:29])[CH3:28]. (5) Given the reactants Cl.[NH2:2][C@@H:3]1[CH2:8][CH2:7][C@H:6]([NH:9][C:10]([C:12]2[C:16]3=[N:17][CH:18]=[CH:19][C:20]([C:21]4[CH:26]=[C:25]([F:27])[CH:24]=[CH:23][C:22]=4[O:28][CH2:29][CH:30]4[CH2:32][CH2:31]4)=[C:15]3[NH:14][C:13]=2[CH3:33])=[O:11])[CH2:5][CH2:4]1.[C:34](Cl)(=[O:36])[CH3:35], predict the reaction product. The product is: [C:34]([NH:2][C@@H:3]1[CH2:8][CH2:7][C@H:6]([NH:9][C:10]([C:12]2[C:16]3=[N:17][CH:18]=[CH:19][C:20]([C:21]4[CH:26]=[C:25]([F:27])[CH:24]=[CH:23][C:22]=4[O:28][CH2:29][CH:30]4[CH2:31][CH2:32]4)=[C:15]3[NH:14][C:13]=2[CH3:33])=[O:11])[CH2:5][CH2:4]1)(=[O:36])[CH3:35]. (6) Given the reactants P(Cl)(Cl)(Cl)=O.[Br:6][C:7]1[CH:15]=[C:14]2[C:10]([CH:11]=[CH:12][NH:13]2)=[CH:9][CH:8]=1.CN(C)[CH:18]=[O:19], predict the reaction product. The product is: [Br:6][C:7]1[CH:15]=[C:14]2[C:10]([C:11]([CH:18]=[O:19])=[CH:12][NH:13]2)=[CH:9][CH:8]=1. (7) Given the reactants [C:1]12([C:11]3[CH:12]=[C:13]([C:25]4[CH:37]=[CH:36][C:28](/[CH:29]=[CH:30]/[C:31]([O:33][CH2:34][CH3:35])=[O:32])=[CH:27][C:26]=4[CH3:38])[CH:14]=[CH:15][C:16]=3[O:17]CC3C=CC=CC=3)[CH2:10][CH:5]3[CH2:6][CH:7]([CH2:9][CH:3]([CH2:4]3)[CH2:2]1)[CH2:8]2.B(Br)(Br)Br.CCOC(C)=O.CCCCCC, predict the reaction product. The product is: [C:1]12([C:11]3[CH:12]=[C:13]([C:25]4[CH:37]=[CH:36][C:28](/[CH:29]=[CH:30]/[C:31]([O:33][CH2:34][CH3:35])=[O:32])=[CH:27][C:26]=4[CH3:38])[CH:14]=[CH:15][C:16]=3[OH:17])[CH2:8][CH:7]3[CH2:9][CH:3]([CH2:4][CH:5]([CH2:6]3)[CH2:10]1)[CH2:2]2.